Dataset: Forward reaction prediction with 1.9M reactions from USPTO patents (1976-2016). Task: Predict the product of the given reaction. (1) Given the reactants [CH3:1][CH:2]([CH2:4][CH:5]1[C:18](=[O:19])[CH2:17][CH:16]2[N:7]([CH2:8][CH2:9][C:10]3[C:15]2=[CH:14][C:13]([O:20][CH3:21])=[C:12]([O:22][CH3:23])[CH:11]=3)[CH2:6]1)[CH3:3].[BH4-].[Na+], predict the reaction product. The product is: [CH3:3][CH:2]([CH2:4][C@H:5]1[C@H:18]([OH:19])[CH2:17][C@H:16]2[N:7]([CH2:8][CH2:9][C:10]3[C:15]2=[CH:14][C:13]([O:20][CH3:21])=[C:12]([O:22][CH3:23])[CH:11]=3)[CH2:6]1)[CH3:1]. (2) Given the reactants Cl[C:2]1[C:3]2[CH2:11][CH2:10][CH2:9][C:4]=2[N:5]=[C:6]([NH2:8])[N:7]=1.[CH3:12][N:13]1[CH2:18][CH2:17][NH:16][CH2:15][CH2:14]1, predict the reaction product. The product is: [CH3:12][N:13]1[CH2:18][CH2:17][N:16]([C:2]2[C:3]3[CH2:11][CH2:10][CH2:9][C:4]=3[N:5]=[C:6]([NH2:8])[N:7]=2)[CH2:15][CH2:14]1. (3) Given the reactants [Cl:1][C:2]1[CH:3]=[C:4]([N:8]=[C:9]=[O:10])[CH:5]=[CH:6][CH:7]=1.Cl.[CH3:12][N:13]1[CH2:18][CH2:17][N:16]([C:19]2[CH:24]=[C:23]([C:25]3[CH:34]=[C:33]4[C:28]([CH2:29][CH2:30][NH:31][CH2:32]4)=[CH:27][CH:26]=3)[N:22]=[C:21]([NH2:35])[N:20]=2)[CH2:15][CH2:14]1, predict the reaction product. The product is: [NH2:35][C:21]1[N:22]=[C:23]([C:25]2[CH:34]=[C:33]3[C:28]([CH2:29][CH2:30][N:31]([C:9]([NH:8][C:4]4[CH:5]=[CH:6][CH:7]=[C:2]([Cl:1])[CH:3]=4)=[O:10])[CH2:32]3)=[CH:27][CH:26]=2)[CH:24]=[C:19]([N:16]2[CH2:15][CH2:14][N:13]([CH3:12])[CH2:18][CH2:17]2)[N:20]=1. (4) Given the reactants [CH3:1][O:2][CH2:3][CH2:4]Br.C(=O)([O-])[O-].[K+].[K+].[O:12]1[CH2:17][CH2:16][N:15]([C:18]2[CH:23]=[C:22]([C:24]3[C:37]4[S:36][C:35]5[C:30](=[CH:31][C:32]([NH:38][CH:39]6[CH2:44][CH2:43][NH:42][CH2:41][CH2:40]6)=[CH:33][CH:34]=5)[S:29][C:28]=4[CH:27]=[CH:26][CH:25]=3)[NH:21][C:20](=[O:45])[CH:19]=2)[CH2:14][CH2:13]1.C(OCC)(=O)C, predict the reaction product. The product is: [CH3:1][O:2][CH2:3][CH2:4][N:42]1[CH2:43][CH2:44][CH:39]([NH:38][C:32]2[CH:31]=[C:30]3[C:35](=[CH:34][CH:33]=2)[S:36][C:37]2[C:24]([C:22]4[NH:21][C:20](=[O:45])[CH:19]=[C:18]([N:15]5[CH2:14][CH2:13][O:12][CH2:17][CH2:16]5)[CH:23]=4)=[CH:25][CH:26]=[CH:27][C:28]=2[S:29]3)[CH2:40][CH2:41]1. (5) The product is: [O:1]1[C:10]2[C:5](=[CH:6][CH:7]=[CH:8][CH:9]=2)[CH:4]([O:11][C:12]2[C:20]3[N:19]=[C:18]([CH3:21])[N:17]([CH3:22])[C:16]=3[CH:15]=[C:14]([C:23]([N:26]3[CH2:30][CH2:29][C@H:28]([OH:31])[CH2:27]3)=[O:25])[CH:13]=2)[CH2:3][CH2:2]1. Given the reactants [O:1]1[C:10]2[C:5](=[CH:6][CH:7]=[CH:8][CH:9]=2)[CH:4]([O:11][C:12]2[C:20]3[N:19]=[C:18]([CH3:21])[N:17]([CH3:22])[C:16]=3[CH:15]=[C:14]([C:23]([OH:25])=O)[CH:13]=2)[CH2:3][CH2:2]1.[NH:26]1[CH2:30][CH2:29][C@H:28]([OH:31])[CH2:27]1, predict the reaction product. (6) Given the reactants [C:1]1([C:7]2[CH:16]=[CH:15][CH:14]=[C:13]3[C:8]=2[C:9]([NH:31][CH2:32][C:33]2[CH:38]=[CH:37][CH:36]=[CH:35][N:34]=2)=[N:10][C:11]([C:17]2[CH:18]=[C:19]([S:23]([NH:26][P:27](=[O:30])([OH:29])[OH:28])(=[O:25])=[O:24])[CH:20]=[N:21][CH:22]=2)=[N:12]3)[CH:6]=[CH:5][CH:4]=[CH:3][CH:2]=1.[OH-].[Mg+2:40].[OH-], predict the reaction product. The product is: [C:1]1([C:7]2[CH:16]=[CH:15][CH:14]=[C:13]3[C:8]=2[C:9]([NH:31][CH2:32][C:33]2[CH:38]=[CH:37][CH:36]=[CH:35][N:34]=2)=[N:10][C:11]([C:17]2[CH:18]=[C:19]([S:23]([NH:26][P:27](=[O:28])([O-:29])[O-:30])(=[O:24])=[O:25])[CH:20]=[N:21][CH:22]=2)=[N:12]3)[CH:2]=[CH:3][CH:4]=[CH:5][CH:6]=1.[Mg+2:40].